From a dataset of Full USPTO retrosynthesis dataset with 1.9M reactions from patents (1976-2016). Predict the reactants needed to synthesize the given product. (1) Given the product [N+:8]([C:5]1[CH:6]=[CH:7][C:2]([N:14]2[CH2:13][CH2:12][N:11]([C:17]([O:19][C:20]([CH3:23])([CH3:22])[CH3:21])=[O:18])[CH2:16][CH2:15]2)=[N:3][CH:4]=1)([O-:10])=[O:9], predict the reactants needed to synthesize it. The reactants are: Cl[C:2]1[CH:7]=[CH:6][C:5]([N+:8]([O-:10])=[O:9])=[CH:4][N:3]=1.[N:11]1([C:17]([O:19][C:20]([CH3:23])([CH3:22])[CH3:21])=[O:18])[CH2:16][CH2:15][NH:14][CH2:13][CH2:12]1. (2) Given the product [F:23][C:19]1[C:18]([O:24][CH3:25])=[C:17]([C:13]2[CH:14]=[CH:15][CH:16]=[C:11]([N:9]3[CH:10]=[C:6]([C:4]([C:28]4[O:27][CH:31]=[CH:30][CH:29]=4)=[O:5])[N:7]=[CH:8]3)[CH:12]=2)[CH:22]=[CH:21][CH:20]=1, predict the reactants needed to synthesize it. The reactants are: CON(C)[C:4]([C:6]1[N:7]=[CH:8][N:9]([C:11]2[CH:12]=[C:13]([C:17]3[CH:22]=[CH:21][CH:20]=[C:19]([F:23])[C:18]=3[O:24][CH3:25])[CH:14]=[CH:15][CH:16]=2)[CH:10]=1)=[O:5].[O:27]1[CH:31]=[CH:30][CH:29]=[CH:28]1. (3) Given the product [Cl:3][C:4]1[CH:12]=[C:11]2[C:7]([C:8]([C:19]([N:21]3[CH2:26][CH2:25][C:24]4([C:34]5[C:29](=[N:30][CH:31]=[CH:32][CH:33]=5)[CH2:28][O:27]4)[CH2:23][CH2:22]3)=[O:20])=[CH:9][N:10]2[CH2:13][C@@H:14]2[CH2:18][CH2:17][CH2:16][N:15]2[CH3:35])=[CH:6][CH:5]=1, predict the reactants needed to synthesize it. The reactants are: Cl.Cl.[Cl:3][C:4]1[CH:12]=[C:11]2[C:7]([C:8]([C:19]([N:21]3[CH2:26][CH2:25][C:24]4([C:34]5[C:29](=[N:30][CH:31]=[CH:32][CH:33]=5)[CH2:28][O:27]4)[CH2:23][CH2:22]3)=[O:20])=[CH:9][N:10]2[CH2:13][C@@H:14]2[CH2:18][CH2:17][CH2:16][NH:15]2)=[CH:6][CH:5]=1.[CH2:35](N(CC)CC)C.C=O.C([BH3-])#N.[Na+].